Dataset: Full USPTO retrosynthesis dataset with 1.9M reactions from patents (1976-2016). Task: Predict the reactants needed to synthesize the given product. (1) The reactants are: [I:1][C:2]1[CH:17]=[CH:16][C:5]([CH2:6][C:7]2[CH:15]=[CH:14][C:10]([C:11]([OH:13])=[O:12])=[CH:9][CH:8]=2)=[CH:4][CH:3]=1.O[N:19]1[C:23](=[O:24])[CH2:22][CH2:21][C:20]1=[O:25].C1(N=C=NC2CCCCC2)CCCCC1. Given the product [I:1][C:2]1[CH:3]=[CH:4][C:5]([CH2:6][C:7]2[CH:15]=[CH:14][C:10]([C:11]([O:13][N:19]3[C:23](=[O:24])[CH2:22][CH2:21][C:20]3=[O:25])=[O:12])=[CH:9][CH:8]=2)=[CH:16][CH:17]=1, predict the reactants needed to synthesize it. (2) Given the product [C:12]([NH:8][CH2:7][CH2:6][CH2:5][CH2:4][C@@H:3]([C:9]([OH:11])=[O:10])[NH2:2])(=[O:24])[CH2:13][CH2:14][CH2:15][CH2:16][CH2:17][CH2:18][CH2:19][CH2:20][CH2:21][CH2:22][CH3:23], predict the reactants needed to synthesize it. The reactants are: Cl.[NH2:2][C@H:3]([C:9]([OH:11])=[O:10])[CH2:4][CH2:5][CH2:6][CH2:7][NH2:8].[C:12](O)(=[O:24])[CH2:13][CH2:14][CH2:15][CH2:16][CH2:17][CH2:18][CH2:19][CH2:20][CH2:21][CH2:22][CH3:23].C(#N)C. (3) Given the product [CH3:3][C:2]([C:35]([OH:37])=[O:36])([C:4]1[CH:9]=[CH:8][C:7]([CH:10]([OH:34])[CH2:11][CH2:12][CH2:13][N:14]2[CH2:15][CH2:16][CH:17]([C:20]([OH:33])([C:21]3[CH:26]=[CH:25][CH:24]=[CH:23][CH:22]=3)[C:27]3[CH:28]=[CH:29][CH:30]=[CH:31][CH:32]=3)[CH2:18][CH2:19]2)=[CH:6][CH:5]=1)[CH3:1], predict the reactants needed to synthesize it. The reactants are: [CH3:1][C:2]([C:35]([OH:37])=[O:36])([C:4]1[CH:5]=[CH:6][C:7]([CH:10]([OH:34])[CH2:11][CH2:12][CH2:13][N:14]2[CH2:19][CH2:18][CH:17]([C:20]([OH:33])([C:27]3[CH:28]=[CH:29][CH:30]=[CH:31][CH:32]=3)[C:21]3[CH:22]=[CH:23][CH:24]=[CH:25][CH:26]=3)[CH2:16][CH2:15]2)=[CH:8][CH:9]=1)[CH3:3].Cl.C(N(CCCC)CCCC)CCC. (4) Given the product [C:37]([N:40]1[CH2:45][CH2:44][N:43]([C:16]2[CH:17]=[C:18]([C:19]3[CH:24]=[CH:23][CH:22]=[CH:21][C:20]=3[CH3:25])[C:9]3[C:8](=[O:27])[N:7]([CH2:6][C:5]4[CH:4]=[C:3]([C:2]([F:36])([F:35])[F:1])[CH:30]=[C:29]([C:31]([F:34])([F:33])[F:32])[CH:28]=4)[CH2:14][CH2:13][CH2:12][O:11][C:10]=3[N:15]=2)[CH2:42][CH2:41]1)(=[O:39])[CH3:38], predict the reactants needed to synthesize it. The reactants are: [F:1][C:2]([F:36])([F:35])[C:3]1[CH:4]=[C:5]([CH:28]=[C:29]([C:31]([F:34])([F:33])[F:32])[CH:30]=1)[CH2:6][N:7]1[CH2:14][CH2:13][CH2:12][O:11][C:10]2[N:15]=[C:16](Cl)[CH:17]=[C:18]([C:19]3[CH:24]=[CH:23][CH:22]=[CH:21][C:20]=3[CH3:25])[C:9]=2[C:8]1=[O:27].[C:37]([N:40]1[CH2:45][CH2:44][NH:43][CH2:42][CH2:41]1)(=[O:39])[CH3:38]. (5) The reactants are: C(Cl)(=O)C(Cl)=O.CS(C)=O.O[CH2:12][CH2:13][CH2:14][C@@H:15]1[CH2:19][O:18][C:17]([CH3:21])([CH3:20])[N:16]1[C:22]([O:24][C:25]([CH3:28])([CH3:27])[CH3:26])=[O:23].C(N(CC)CC)C.C1(P(=[CH:55][C:56]([O:58][CH2:59][CH3:60])=[O:57])(C2C=CC=CC=2)C2C=CC=CC=2)C=CC=CC=1. Given the product [CH2:59]([O:58][C:56](=[O:57])/[CH:55]=[CH:12]/[CH2:13][CH2:14][C@@H:15]1[CH2:19][O:18][C:17]([CH3:21])([CH3:20])[N:16]1[C:22]([O:24][C:25]([CH3:28])([CH3:27])[CH3:26])=[O:23])[CH3:60], predict the reactants needed to synthesize it. (6) Given the product [C:10]1([C:8]([C:4]2[CH:3]=[C:2]([CH:7]=[CH:6][CH:5]=2)[CH:29]=[O:30])=[CH2:9])[CH:11]=[CH:12][CH:13]=[CH:14][CH:15]=1, predict the reactants needed to synthesize it. The reactants are: Br[C:2]1[CH:7]=[CH:6][CH:5]=[C:4]([C:8]([C:10]2[CH:15]=[CH:14][CH:13]=[CH:12][CH:11]=2)=[CH2:9])[CH:3]=1.C([Li])CCC.CCCCCC.CN(C)[CH:29]=[O:30].[Cl-].[NH4+]. (7) Given the product [CH:37]1([CH2:36][N:35]([CH2:32][CH2:33][CH3:34])[C:17](=[O:19])[CH2:16][N:7]2[C:8]3[C:13](=[CH:12][CH:11]=[C:10]([O:14][CH3:15])[CH:9]=3)[C:5]([C:3](=[O:4])[C:2]([CH2:49][CH3:50])([CH2:20][CH3:22])[CH3:21])=[N:6]2)[CH2:39][CH2:38]1, predict the reactants needed to synthesize it. The reactants are: C[C:2]([CH3:21])([CH3:20])[C:3]([C:5]1[C:13]2[C:8](=[CH:9][C:10]([O:14][CH3:15])=[CH:11][CH:12]=2)[N:7]([CH2:16][C:17]([OH:19])=O)[N:6]=1)=[O:4].[CH:22]1C=CC2N(O)N=NC=2C=1.[CH2:32]([NH:35][CH2:36][CH:37]1[CH2:39][CH2:38]1)[CH2:33][CH3:34].CCN(C(C)C)C(C)C.[CH2:49](Cl)[CH2:50]Cl. (8) Given the product [C@H:42]1([NH:41][C:36]2[CH:35]=[CH:34][C:33]3[C:38](=[CH:39][CH:40]=[C:31]([C:29]4[N:28]=[C:1]([CH3:2])[O:4][N:30]=4)[CH:32]=3)[N:37]=2)[C:50]2[C:45](=[CH:46][CH:47]=[CH:48][CH:49]=2)[CH2:44][CH2:43]1, predict the reactants needed to synthesize it. The reactants are: [C:1]([OH:4])(=O)[CH3:2].ON1C2C=CC=CC=2N=N1.Cl.CN(C)CCCN=C=NCC.O[NH:28][C:29]([C:31]1[CH:32]=[C:33]2[C:38](=[CH:39][CH:40]=1)[N:37]=[C:36]([NH:41][C@H:42]1[C:50]3[C:45](=[CH:46][CH:47]=[CH:48][CH:49]=3)[CH2:44][CH2:43]1)[CH:35]=[CH:34]2)=[NH:30].